Dataset: TCR-epitope binding with 47,182 pairs between 192 epitopes and 23,139 TCRs. Task: Binary Classification. Given a T-cell receptor sequence (or CDR3 region) and an epitope sequence, predict whether binding occurs between them. (1) The epitope is KLGGALQAK. The TCR CDR3 sequence is CASSIVPLGQGLGTLHF. Result: 1 (the TCR binds to the epitope). (2) The epitope is VLAWLYAAV. The TCR CDR3 sequence is CASSLGRGGPPNEKLFF. Result: 0 (the TCR does not bind to the epitope). (3) The epitope is LLWNGPMAV. The TCR CDR3 sequence is CATSLGQAYGYTF. Result: 1 (the TCR binds to the epitope). (4) The epitope is ELAGIGILTV. The TCR CDR3 sequence is CASTPLEQGQGPMNTEAFF. Result: 1 (the TCR binds to the epitope).